From a dataset of NCI-60 drug combinations with 297,098 pairs across 59 cell lines. Regression. Given two drug SMILES strings and cell line genomic features, predict the synergy score measuring deviation from expected non-interaction effect. (1) Drug 1: CCCS(=O)(=O)NC1=C(C(=C(C=C1)F)C(=O)C2=CNC3=C2C=C(C=N3)C4=CC=C(C=C4)Cl)F. Drug 2: C1CCN(CC1)CCOC2=CC=C(C=C2)C(=O)C3=C(SC4=C3C=CC(=C4)O)C5=CC=C(C=C5)O. Cell line: NCI-H522. Synergy scores: CSS=4.92, Synergy_ZIP=0.835, Synergy_Bliss=3.82, Synergy_Loewe=2.81, Synergy_HSA=2.93. (2) Drug 1: CC1=CC=C(C=C1)C2=CC(=NN2C3=CC=C(C=C3)S(=O)(=O)N)C(F)(F)F. Drug 2: CC1=C(C(=O)C2=C(C1=O)N3CC4C(C3(C2COC(=O)N)OC)N4)N. Cell line: SF-268. Synergy scores: CSS=1.09, Synergy_ZIP=-0.510, Synergy_Bliss=1.19, Synergy_Loewe=-10.3, Synergy_HSA=-3.47. (3) Drug 1: CC1=C(C=C(C=C1)C(=O)NC2=CC(=CC(=C2)C(F)(F)F)N3C=C(N=C3)C)NC4=NC=CC(=N4)C5=CN=CC=C5. Drug 2: CCN(CC)CCNC(=O)C1=C(NC(=C1C)C=C2C3=C(C=CC(=C3)F)NC2=O)C. Cell line: SK-OV-3. Synergy scores: CSS=-5.63, Synergy_ZIP=-0.0301, Synergy_Bliss=-4.95, Synergy_Loewe=-8.96, Synergy_HSA=-8.06. (4) Drug 1: C1CCN(CC1)CCOC2=CC=C(C=C2)C(=O)C3=C(SC4=C3C=CC(=C4)O)C5=CC=C(C=C5)O. Drug 2: C1=C(C(=O)NC(=O)N1)F. Cell line: UACC-257. Synergy scores: CSS=13.8, Synergy_ZIP=-0.547, Synergy_Bliss=5.35, Synergy_Loewe=0.360, Synergy_HSA=0.832. (5) Drug 1: CCC1(CC2CC(C3=C(CCN(C2)C1)C4=CC=CC=C4N3)(C5=C(C=C6C(=C5)C78CCN9C7C(C=CC9)(C(C(C8N6C)(C(=O)OC)O)OC(=O)C)CC)OC)C(=O)OC)O.OS(=O)(=O)O. Drug 2: CC1=C2C(C(=O)C3(C(CC4C(C3C(C(C2(C)C)(CC1OC(=O)C(C(C5=CC=CC=C5)NC(=O)OC(C)(C)C)O)O)OC(=O)C6=CC=CC=C6)(CO4)OC(=O)C)O)C)O. Cell line: UO-31. Synergy scores: CSS=-0.0840, Synergy_ZIP=-0.0935, Synergy_Bliss=0.265, Synergy_Loewe=0.997, Synergy_HSA=0.0811. (6) Drug 1: CC(C1=C(C=CC(=C1Cl)F)Cl)OC2=C(N=CC(=C2)C3=CN(N=C3)C4CCNCC4)N. Drug 2: CCC1(CC2CC(C3=C(CCN(C2)C1)C4=CC=CC=C4N3)(C5=C(C=C6C(=C5)C78CCN9C7C(C=CC9)(C(C(C8N6C)(C(=O)OC)O)OC(=O)C)CC)OC)C(=O)OC)O.OS(=O)(=O)O. Cell line: DU-145. Synergy scores: CSS=48.1, Synergy_ZIP=5.19, Synergy_Bliss=8.44, Synergy_Loewe=-14.2, Synergy_HSA=7.42. (7) Drug 1: C1=CN(C=N1)CC(O)(P(=O)(O)O)P(=O)(O)O. Drug 2: CC1C(C(CC(O1)OC2CC(CC3=C2C(=C4C(=C3O)C(=O)C5=C(C4=O)C(=CC=C5)OC)O)(C(=O)CO)O)N)O.Cl. Cell line: MDA-MB-231. Synergy scores: CSS=20.8, Synergy_ZIP=-3.21, Synergy_Bliss=-1.19, Synergy_Loewe=-6.08, Synergy_HSA=-0.714.